From a dataset of Forward reaction prediction with 1.9M reactions from USPTO patents (1976-2016). Predict the product of the given reaction. Given the reactants CC1C=CC(S(O[CH2:12][C@@H:13]([C:25]([O:27][CH3:28])=[O:26])[NH:14][C:15]([O:17][CH2:18][C:19]2[CH:24]=[CH:23][CH:22]=[CH:21][CH:20]=2)=[O:16])(=O)=O)=CC=1.C(N(CC)CC)C, predict the reaction product. The product is: [C:19]1([CH2:18][O:17][C:15]([NH:14][C:13](=[CH2:12])[C:25]([O:27][CH3:28])=[O:26])=[O:16])[CH:20]=[CH:21][CH:22]=[CH:23][CH:24]=1.